This data is from Peptide-MHC class I binding affinity with 185,985 pairs from IEDB/IMGT. The task is: Regression. Given a peptide amino acid sequence and an MHC pseudo amino acid sequence, predict their binding affinity value. This is MHC class I binding data. (1) The peptide sequence is YTDDYPMYK. The MHC is HLA-B08:01 with pseudo-sequence HLA-B08:01. The binding affinity (normalized) is 0.0847. (2) The peptide sequence is SLNLRETNL. The MHC is HLA-A02:01 with pseudo-sequence HLA-A02:01. The binding affinity (normalized) is 0.446.